This data is from Reaction yield outcomes from USPTO patents with 853,638 reactions. The task is: Predict the reaction yield, written as a fraction of the theoretical maximum amount of product (1.0 means a 100% yield; for example, 0.34 means a 34% yield). (1) The reactants are [F:1][C:2]1[CH:3]=[CH:4][C:5]([SH:13])=[C:6]([CH:12]=1)[C:7]([O:9][CH2:10][CH3:11])=[O:8].F[C:15]1[CH:20]=[CH:19][CH:18]=[CH:17][C:16]=1[N+:21]([O-:23])=[O:22].C([O-])([O-])=O.[K+].[K+]. The catalyst is CC(C)=O. The product is [F:1][C:2]1[CH:3]=[CH:4][C:5]([S:13][C:15]2[CH:20]=[CH:19][CH:18]=[CH:17][C:16]=2[N+:21]([O-:23])=[O:22])=[C:6]([CH:12]=1)[C:7]([O:9][CH2:10][CH3:11])=[O:8]. The yield is 0.950. (2) The catalyst is [Pd].CO. The reactants are [F:1][CH:2]1[CH:7]([NH:8][C:9]2[C:14]([N+:15]([O-])=O)=[CH:13][N:12]=[C:11]3[CH:18]=[CH:19][S:20][C:10]=23)[CH2:6][CH2:5][N:4]([C:21]([O:23][C:24]([CH3:27])([CH3:26])[CH3:25])=[O:22])[CH2:3]1. The yield is 0.780. The product is [NH2:15][C:14]1[C:9]([NH:8][CH:7]2[CH2:6][CH2:5][N:4]([C:21]([O:23][C:24]([CH3:26])([CH3:25])[CH3:27])=[O:22])[CH2:3][CH:2]2[F:1])=[C:10]2[S:20][CH:19]=[CH:18][C:11]2=[N:12][CH:13]=1. (3) The reactants are [NH:1]1[C:9]2[C:4](=[CH:5][CH:6]=[CH:7][CH:8]=2)[CH2:3][C:2]1=[O:10].[CH3:11][C:12]1[C:16]([CH3:17])=[CH:15][NH:14][C:13]=1[CH:18]=O. The catalyst is N1CCCCC1.C(O)C. The product is [CH3:11][C:12]1[C:16]([CH3:17])=[CH:15][NH:14][C:13]=1[CH:18]=[C:3]1[C:4]2[C:9](=[CH:8][CH:7]=[CH:6][CH:5]=2)[NH:1][C:2]1=[O:10]. The yield is 0.370. (4) The reactants are [Cl:1][C:2]1[C:11]([C:12]([OH:14])=O)=[CH:10][C:9]2[C:4](=[CH:5][CH:6]=[CH:7][CH:8]=2)[N:3]=1.[CH3:15][O:16][C:17]1[CH:18]=[C:19]2[C:24](=[CH:25][C:26]=1[O:27][CH3:28])[C@@H:23]([CH3:29])[NH:22][CH2:21][CH2:20]2.CCN(C(C)C)C(C)C.Cl.CN(C)CCCN=C=NCC.ON1C2C=CC=CC=2N=N1. The catalyst is C(Cl)Cl.CCOC(C)=O.CCCCCCC. The product is [Cl:1][C:2]1[C:11]([C:12]([N:22]2[CH2:21][CH2:20][C:19]3[C:24](=[CH:25][C:26]([O:27][CH3:28])=[C:17]([O:16][CH3:15])[CH:18]=3)[C@H:23]2[CH3:29])=[O:14])=[CH:10][C:9]2[C:4](=[CH:5][CH:6]=[CH:7][CH:8]=2)[N:3]=1. The yield is 0.800. (5) The reactants are Cl.[C:2]1([C:8]2[N:9]=[C:10]([CH2:13][NH:14]C(=O)C3C=CC=CC=3)[S:11][CH:12]=2)[CH:7]=[CH:6][CH:5]=[CH:4][CH:3]=1.C(Cl)(Cl)Cl.CO. The catalyst is O1CCOCC1. The product is [C:2]1([C:8]2[N:9]=[C:10]([CH2:13][NH2:14])[S:11][CH:12]=2)[CH:3]=[CH:4][CH:5]=[CH:6][CH:7]=1. The yield is 0.770. (6) The product is [Cl:20][CH2:21][CH2:22][CH2:23][N:7]1[C:6]2[CH:12]=[C:2]([CH3:1])[CH:3]=[C:4]([CH3:13])[C:5]=2[O:10][CH2:9][C:8]1=[O:11]. The reactants are [CH3:1][C:2]1[CH:3]=[C:4]([CH3:13])[C:5]2[O:10][CH2:9][C:8](=[O:11])[NH:7][C:6]=2[CH:12]=1.C([O-])([O-])=O.[Cs+].[Cs+].[Cl:20][CH2:21][CH2:22][CH2:23]I. The catalyst is CCCCCCC.CCOC(C)=O. The yield is 0.390. (7) The reactants are Br[C:2]1[CH:6]=[CH:5][S:4][CH:3]=1.[CH2:7]1[CH2:11][O:10][CH2:9][CH2:8]1.CON(C)C(=O)CCC. The catalyst is CC(C)=O.O. The product is [S:4]1[CH:5]=[CH:6][C:2]([C:9](=[O:10])[CH2:8][CH2:7][CH3:11])=[CH:3]1. The yield is 0.640.